The task is: Predict the product of the given reaction.. This data is from Forward reaction prediction with 1.9M reactions from USPTO patents (1976-2016). (1) The product is: [N:1]1[CH:6]=[CH:5][C:4]([C:7]2([C:8]([O:10][CH2:11][C:12]3[CH:13]=[CH:14][CH:15]=[CH:16][CH:17]=3)=[O:9])[CH2:24][CH2:23][CH2:22][CH2:21]2)=[CH:3][CH:2]=1. Given the reactants [N:1]1[CH:6]=[CH:5][C:4]([CH2:7][C:8]([O:10][CH2:11][C:12]2[CH:17]=[CH:16][CH:15]=[CH:14][CH:13]=2)=[O:9])=[CH:3][CH:2]=1.[H-].[K+].Br[CH2:21][CH2:22][CH2:23][CH2:24]Br, predict the reaction product. (2) Given the reactants P(Br)(Br)[Br:2].[CH3:5][O:6][C:7](=[O:35])[C:8]([C:20]1[CH:25]=[CH:24][C:23]([O:26][C:27]2[CH:32]=[CH:31][C:30]([CH2:33]O)=[CH:29][CH:28]=2)=[CH:22][CH:21]=1)=[CH:9][C:10]1[CH:15]=[C:14]([O:16][CH3:17])[CH:13]=[C:12]([O:18][CH3:19])[CH:11]=1, predict the reaction product. The product is: [CH3:5][O:6][C:7](=[O:35])[C:8]([C:20]1[CH:25]=[CH:24][C:23]([O:26][C:27]2[CH:32]=[CH:31][C:30]([CH2:33][Br:2])=[CH:29][CH:28]=2)=[CH:22][CH:21]=1)=[CH:9][C:10]1[CH:15]=[C:14]([O:16][CH3:17])[CH:13]=[C:12]([O:18][CH3:19])[CH:11]=1. (3) The product is: [Cl:1][C:2]1[C:3]([CH3:18])=[CH:4][C:5]2[N:6]([CH:8]=[C:9]([CH3:11])[N:10]=2)[N:7]=1. Given the reactants [Cl:1][C:2]1[C:3]([CH3:18])=[CH:4][C:5]2[N:6]([C:8](C3C=CN=CC=3)=[C:9]([CH3:11])[N:10]=2)[N:7]=1.CN1CC2C(CNC2)C1.C(N(CC)CC)C.Cl, predict the reaction product. (4) Given the reactants [CH:1]1([NH:4][C:5](=[O:16])[C:6]2[CH:11]=[CH:10][C:9]([CH3:12])=[C:8]([N:13]=[C:14]=[S:15])[CH:7]=2)[CH2:3][CH2:2]1.[NH3:17], predict the reaction product. The product is: [CH:1]1([NH:4][C:5](=[O:16])[C:6]2[CH:11]=[CH:10][C:9]([CH3:12])=[C:8]([NH:13][C:14]([NH2:17])=[S:15])[CH:7]=2)[CH2:3][CH2:2]1. (5) Given the reactants [CH3:1][CH:2]([CH3:17])[CH2:3][CH2:4][N:5]1[C:10]2[N:11]=[CH:12][CH:13]=[CH:14][C:9]=2[C:8](=[O:15])O[C:6]1=[O:16].[O:18]=[S:19]1(=[O:35])[C:24]2[CH:25]=[CH:26][CH:27]=[CH:28][C:23]=2[NH:22][C:21]([CH2:29]C(OCC)=O)=[N:20]1.[H-].[Na+].C(O)(=O)C, predict the reaction product. The product is: [O:35]=[S:19]1(=[O:18])[C:24]2[CH:25]=[CH:26][CH:27]=[CH:28][C:23]=2[NH:22][C:21]([C:29]2[C:6](=[O:16])[N:5]([CH2:4][CH2:3][CH:2]([CH3:1])[CH3:17])[C:10]3[C:9]([C:8]=2[OH:15])=[CH:14][CH:13]=[CH:12][N:11]=3)=[N:20]1. (6) Given the reactants C[Si]([N-][Si](C)(C)C)(C)C.[Na+].[O:11]=[C:12]1[CH2:16][CH2:15][N:14]([C:17]([O:19][C:20]([CH3:23])([CH3:22])[CH3:21])=[O:18])[CH2:13]1.C1C=CC(N([S:31]([C:34]([F:37])([F:36])[F:35])(=[O:33])=[O:32])[S:31]([C:34]([F:37])([F:36])[F:35])(=[O:33])=[O:32])=CC=1, predict the reaction product. The product is: [F:35][C:34]([F:37])([F:36])[S:31]([O:11][C:12]1[CH2:16][CH2:15][N:14]([C:17]([O:19][C:20]([CH3:23])([CH3:22])[CH3:21])=[O:18])[CH:13]=1)(=[O:33])=[O:32]. (7) Given the reactants C[Al](C)C.[Br:5][C:6]1[CH:12]=[CH:11][CH:10]=[C:9]([F:13])[C:7]=1[NH2:8].[NH2:14][C:15]1[C:20]([C:21](OC)=[O:22])=[CH:19][C:18]([C:25]2[CH:26]=[N:27][N:28]([CH:30]3[CH2:35][CH2:34][N:33]([CH3:36])[CH2:32][CH2:31]3)[CH:29]=2)=[CH:17][N:16]=1, predict the reaction product. The product is: [NH2:14][C:15]1[C:20]([C:21]([NH:8][C:7]2[C:9]([F:13])=[CH:10][CH:11]=[CH:12][C:6]=2[Br:5])=[O:22])=[CH:19][C:18]([C:25]2[CH:26]=[N:27][N:28]([CH:30]3[CH2:35][CH2:34][N:33]([CH3:36])[CH2:32][CH2:31]3)[CH:29]=2)=[CH:17][N:16]=1. (8) Given the reactants CC(C)([O-])C.[K+].[CH2:7]([O:14][C:15](=[O:31])[CH2:16][N:17]=C(C1C=CC=CC=1)C1C=CC=CC=1)[C:8]1[CH:13]=[CH:12][CH:11]=[CH:10][CH:9]=1.[CH:32]1([C:35](Cl)=[O:36])[CH2:34][CH2:33]1.Cl.[F:39][C:40]1[CH:48]=[CH:47][C:43]([C:44](Cl)=[O:45])=[CH:42][CH:41]=1, predict the reaction product. The product is: [CH2:7]([O:14][C:15](=[O:31])[CH:16]([NH:17][C:44](=[O:45])[C:43]1[CH:47]=[CH:48][C:40]([F:39])=[CH:41][CH:42]=1)[C:35]([CH:32]1[CH2:34][CH2:33]1)=[O:36])[C:8]1[CH:13]=[CH:12][CH:11]=[CH:10][CH:9]=1. (9) The product is: [CH3:7][C:8]1[CH:14]=[C:13]([CH:15]([C:16]([F:17])([F:18])[F:19])[C:20]([F:23])([F:22])[F:21])[CH:12]=[CH:11][C:9]=1[NH2:10]. Given the reactants [H-].[Al+3].[Li+].[H-].[H-].[H-].[CH3:7][C:8]1[CH:14]=[C:13]([C:15](F)([C:20]([F:23])([F:22])[F:21])[C:16]([F:19])([F:18])[F:17])[CH:12]=[CH:11][C:9]=1[NH2:10].[OH-].[Na+], predict the reaction product. (10) Given the reactants Br[C:2]1[CH:3]=[C:4]2[C:9](=[CH:10][CH:11]=1)[CH:8]=[C:7]([C:10]1[C:9]3[C:4](=[CH:5][CH:6]=[CH:7][CH:8]=3)[CH:3]=[CH:2][CH:11]=1)[CH:6]=[CH:5]2.[CH3:22][CH2:23][CH2:24][CH2:25][CH2:26][CH3:27].[CH2:28]([Li])[CH2:29][CH2:30][CH3:31].[B:33](OC(C)C)([O:38]C(C)C)[O:34]C(C)C.Cl, predict the reaction product. The product is: [C:10]1([C:24]2[CH:23]=[CH:22][C:31]3[C:26](=[CH:27][CH:28]=[C:29]([B:33]([OH:38])[OH:34])[CH:30]=3)[CH:25]=2)[C:9]2[C:4](=[CH:5][CH:6]=[CH:7][CH:8]=2)[CH:3]=[CH:2][CH:11]=1.